This data is from Full USPTO retrosynthesis dataset with 1.9M reactions from patents (1976-2016). The task is: Predict the reactants needed to synthesize the given product. (1) Given the product [Br:1][C:2]1[CH:7]=[CH:6][C:5]([C:20]2[CH:19]=[CH:18][C:17]3[C:22](=[CH:23][CH:24]=[C:15]([C:9]4[CH:14]=[CH:13][CH:12]=[CH:11][CH:10]=4)[CH:16]=3)[CH:21]=2)=[CH:4][CH:3]=1, predict the reactants needed to synthesize it. The reactants are: [Br:1][C:2]1[CH:7]=[CH:6][C:5](I)=[CH:4][CH:3]=1.[C:9]1([C:15]2[CH:16]=[C:17]3[C:22](=[CH:23][CH:24]=2)[CH:21]=[C:20](B(O)O)[CH:19]=[CH:18]3)[CH:14]=[CH:13][CH:12]=[CH:11][CH:10]=1.C1(C)C=CC=CC=1.C(=O)([O-])[O-].[Na+].[Na+]. (2) Given the product [Cl:23][C:17]1[CH:18]=[C:19]([F:22])[CH:20]=[CH:21][C:16]=1[C:15]([NH:14][C:12](=[O:13])[NH:11][C:3]1[CH:4]=[C:5]([CH:9]=[CH:10][C:2]=1[NH:1][C:32]([O:34][CH3:35])=[O:33])[C:6]([OH:8])=[O:7])=[O:24], predict the reactants needed to synthesize it. The reactants are: [NH2:1][C:2]1[CH:10]=[CH:9][C:5]([C:6]([OH:8])=[O:7])=[CH:4][C:3]=1[NH:11][C:12]([NH:14][C:15](=[O:24])[C:16]1[CH:21]=[CH:20][C:19]([F:22])=[CH:18][C:17]=1[Cl:23])=[O:13].N1C=CC=CC=1.Cl[C:32]([O:34][CH3:35])=[O:33].O. (3) Given the product [CH2:1]([O:8][C:9]1[CH:10]=[C:11]([CH:24]=[CH:25][C:26]=1[O:27][CH2:28][C:29]1[CH:34]=[CH:33][CH:32]=[CH:31][CH:30]=1)[C:12]1[O:13][C:14]2[C:19]([C:20](=[O:22])[CH:21]=1)=[CH:18][CH:17]=[C:16]([O:23][CH2:37][CH:39]1[O:41][CH2:40]1)[CH:15]=2)[C:2]1[CH:3]=[CH:4][CH:5]=[CH:6][CH:7]=1, predict the reactants needed to synthesize it. The reactants are: [CH2:1]([O:8][C:9]1[CH:10]=[C:11]([CH:24]=[CH:25][C:26]=1[O:27][CH2:28][C:29]1[CH:34]=[CH:33][CH:32]=[CH:31][CH:30]=1)[C:12]1[O:13][C:14]2[C:19]([C:20](=[O:22])[CH:21]=1)=[CH:18][CH:17]=[C:16]([OH:23])[CH:15]=2)[C:2]1[CH:7]=[CH:6][CH:5]=[CH:4][CH:3]=1.[H-].[Na+].[CH2:37]([CH:39]1[O:41][CH2:40]1)Cl. (4) Given the product [Cl:1][C:2]1[CH:3]=[C:4]2[C:8](=[CH:9][CH:10]=1)[N:7]([C:11]1[N:15]([CH3:16])[N:14]=[C:13]([CH3:17])[C:12]=1/[CH:18]=[CH:19]/[C:20]([NH:22][S:23]([NH:26][CH2:27][CH2:28][C:43]([OH:39])([CH3:42])[CH3:34])(=[O:24])=[O:25])=[O:21])[CH:6]=[CH:5]2, predict the reactants needed to synthesize it. The reactants are: [Cl:1][C:2]1[CH:3]=[C:4]2[C:8](=[CH:9][CH:10]=1)[N:7]([C:11]1[N:15]([CH3:16])[N:14]=[C:13]([CH3:17])[C:12]=1/[CH:18]=[CH:19]/[C:20]([NH:22][S:23]([NH:26][CH2:27][CH2:28]C(OCC)=O)(=[O:25])=[O:24])=[O:21])[CH:6]=[CH:5]2.[CH3:34][Mg]Br.[Cl-].[NH4+].[O:39]1[CH2:43][CH2:42]CC1. (5) Given the product [F:1][C:2]1[CH:7]=[CH:6][C:5]([CH:8]([C:12]2[CH:17]=[CH:16][C:15]([F:18])=[CH:14][CH:13]=2)[C:9]([NH:27][CH3:26])=[O:10])=[CH:4][CH:3]=1, predict the reactants needed to synthesize it. The reactants are: [F:1][C:2]1[CH:7]=[CH:6][C:5]([CH:8]([C:12]2[CH:17]=[CH:16][C:15]([F:18])=[CH:14][CH:13]=2)[C:9](O)=[O:10])=[CH:4][CH:3]=1.C(Cl)(=O)C(Cl)=O.Cl.[CH3:26][NH2:27].[OH-].[Na+]. (6) Given the product [CH2:1]([O:3][C:4]([N:6]1[CH2:11][CH2:10][C@@H:9]([C:12]2[S:13][CH:14]=[CH:15][CH:16]=2)[C@H:8]([OH:18])[CH2:7]1)=[O:5])[CH3:2], predict the reactants needed to synthesize it. The reactants are: [CH2:1]([O:3][C:4]([N:6]1[CH2:11][CH2:10][C:9]([C:12]2[S:13][CH:14]=[CH:15][CH:16]=2)=[CH:8][CH2:7]1)=[O:5])[CH3:2].C[OH:18].[OH-].[Na+].OO. (7) Given the product [CH:1]1([N:7]2[CH2:13][C@:12]([F:16])([CH:14]=[CH2:15])[C:11](=[O:17])[N:10]([CH3:18])[C:9]3[CH:19]=[N:20][C:21]([NH:23][C:24]4[CH:32]=[CH:31][C:27]([C:28]([NH:59][CH:60]5[CH2:65][CH2:64][N:63]([CH3:66])[CH2:62][CH2:61]5)=[O:29])=[CH:26][C:25]=4[O:33][CH3:34])=[N:22][C:8]2=3)[CH2:5][CH2:4][CH2:3][CH2:2]1, predict the reactants needed to synthesize it. The reactants are: [CH:1]1([N:7]2[CH2:13][C@:12]([F:16])([CH:14]=[CH2:15])[C:11](=[O:17])[N:10]([CH3:18])[C:9]3[CH:19]=[N:20][C:21]([NH:23][C:24]4[CH:32]=[CH:31][C:27]([C:28](O)=[O:29])=[CH:26][C:25]=4[O:33][CH3:34])=[N:22][C:8]2=3)C[CH2:5][CH2:4][CH2:3][CH2:2]1.CN(C(ON1N=NC2C=CC=NC1=2)=[N+](C)C)C.F[P-](F)(F)(F)(F)F.[NH2:59][CH:60]1[CH2:65][CH2:64][N:63]([CH3:66])[CH2:62][CH2:61]1. (8) Given the product [CH:41]1[C:42]2[C:37](=[N:36][C:35]3[C:44]([C:43]=2[NH:45][C:17]([CH:14]2[CH2:13][CH2:12][N:11]([C:2]4[CH:3]=[CH:4][C:9]5[C:10](=[CH:5][CH:6]=[CH:7][CH:8]=5)[CH:1]=4)[CH2:16][CH2:15]2)=[O:19])=[CH:31][CH:32]=[CH:33][CH:34]=3)[CH:38]=[CH:39][CH:40]=1, predict the reactants needed to synthesize it. The reactants are: [CH:1]1[C:10]2[C:5](=[CH:6][CH:7]=[CH:8][CH:9]=2)[CH:4]=[CH:3][C:2]=1[N:11]1[CH2:16][CH2:15][CH:14]([C:17]([OH:19])=O)[CH2:13][CH2:12]1.BrC1C=CC2C(=CC=CC=2)C=1.[CH:31]1[C:44]2[C:35](=[N:36][C:37]3[C:42]([C:43]=2[NH2:45])=[CH:41][CH:40]=[CH:39][CH:38]=3)[CH:34]=[CH:33][CH:32]=1. (9) Given the product [Cl:14][C:15]1[CH:20]=[CH:19][C:18]([S:21]([N:3]([CH2:1][CH3:2])[CH:4]([CH3:13])[C:5](=[O:6])[C:7]2[CH:12]=[CH:11][CH:10]=[CH:9][CH:8]=2)(=[O:23])=[O:22])=[CH:17][CH:16]=1, predict the reactants needed to synthesize it. The reactants are: [CH2:1]([NH:3][CH:4]([CH3:13])[C:5]([C:7]1[CH:12]=[CH:11][CH:10]=[CH:9][CH:8]=1)=[O:6])[CH3:2].[Cl:14][C:15]1[CH:20]=[CH:19][C:18]([S:21](Cl)(=[O:23])=[O:22])=[CH:17][CH:16]=1.CCN(CC)CC. (10) Given the product [CH3:1][O:2][C:3]1[CH:12]=[C:11]2[C:6]([CH2:7][CH2:8][C:9]([CH3:15])([CH3:14])[CH:10]2[O:13][C:23](=[O:25])[CH3:24])=[CH:5][CH:4]=1, predict the reactants needed to synthesize it. The reactants are: [CH3:1][O:2][C:3]1[CH:12]=[C:11]2[C:6]([CH2:7][CH2:8][C:9]([CH3:15])([CH3:14])[CH:10]2[OH:13])=[CH:5][CH:4]=1.C(N(CC)CC)C.[C:23](OC(=O)C)(=[O:25])[CH3:24].